From a dataset of Reaction yield outcomes from USPTO patents with 853,638 reactions. Predict the reaction yield, written as a fraction of the theoretical maximum amount of product (1.0 means a 100% yield; for example, 0.34 means a 34% yield). (1) The catalyst is C1C=CC(C2C=CC=CC=2)=CC=1.C1C=CC(OC2C=CC=CC=2)=CC=1. The reactants are [F:1][C:2]1[CH:8]=[C:7]([O:9][CH3:10])[CH:6]=[CH:5][C:3]=1[NH2:4].C([O:13][CH:14]=[C:15]([C:21](OCC)=O)[C:16]([O:18][CH2:19][CH3:20])=[O:17])C. The yield is 0.770. The product is [F:1][C:2]1[CH:8]=[C:7]([O:9][CH3:10])[CH:6]=[C:5]2[C:3]=1[NH:4][CH:21]=[C:15]([C:16]([O:18][CH2:19][CH3:20])=[O:17])[C:14]2=[O:13]. (2) The reactants are Cl[CH2:2][CH2:3][CH2:4][N:5]1[C:14]2[C:9](=[CH:10][C:11]([F:16])=[C:12]([F:15])[CH:13]=2)[CH2:8][CH2:7][C:6]1=[O:17].[CH:18]1([CH2:21][O:22][CH2:23][CH:24]=[C:25]2[CH2:31][CH:30]3[NH:32][CH:27]([CH2:28][CH2:29]3)[CH2:26]2)[CH2:20][CH2:19]1.[Na+].[I-].C([O-])([O-])=O.[K+].[K+]. The catalyst is CC#N.CN(C=O)C.O. The product is [CH:18]1([CH2:21][O:22][CH2:23][CH:24]=[C:25]2[CH2:26][CH:27]3[N:32]([CH2:2][CH2:3][CH2:4][N:5]4[C:14]5[C:9](=[CH:10][C:11]([F:16])=[C:12]([F:15])[CH:13]=5)[CH2:8][CH2:7][C:6]4=[O:17])[CH:30]([CH2:29][CH2:28]3)[CH2:31]2)[CH2:20][CH2:19]1. The yield is 0.530. (3) The reactants are Br[C:2]1[CH:3]=[C:4]([N:22]([CH:25]2[CH2:29][CH2:28][CH2:27][CH2:26]2)[CH2:23][CH3:24])[C:5]([CH3:21])=[C:6]([CH:20]=1)[C:7]([NH:9][CH2:10][C:11]1[C:12](=[O:19])[NH:13][C:14]([CH3:18])=[CH:15][C:16]=1[CH3:17])=[O:8].[O:30]1[CH2:35][CH2:34][N:33]([CH2:36][C:37]2[CH:42]=[CH:41][C:40](B(O)O)=[CH:39][CH:38]=2)[CH2:32][CH2:31]1.C([O-])([O-])=O.[Na+].[Na+]. The catalyst is O1CCOCC1.O.C1C=CC([P]([Pd]([P](C2C=CC=CC=2)(C2C=CC=CC=2)C2C=CC=CC=2)([P](C2C=CC=CC=2)(C2C=CC=CC=2)C2C=CC=CC=2)[P](C2C=CC=CC=2)(C2C=CC=CC=2)C2C=CC=CC=2)(C2C=CC=CC=2)C2C=CC=CC=2)=CC=1. The product is [CH:25]1([N:22]([CH2:23][CH3:24])[C:4]2[C:5]([CH3:21])=[C:6]([C:7]([NH:9][CH2:10][C:11]3[C:12](=[O:19])[NH:13][C:14]([CH3:18])=[CH:15][C:16]=3[CH3:17])=[O:8])[CH:20]=[C:2]([C:40]3[CH:39]=[CH:38][C:37]([CH2:36][N:33]4[CH2:34][CH2:35][O:30][CH2:31][CH2:32]4)=[CH:42][CH:41]=3)[CH:3]=2)[CH2:29][CH2:28][CH2:27][CH2:26]1. The yield is 0.410.